This data is from Reaction yield outcomes from USPTO patents with 853,638 reactions. The task is: Predict the reaction yield, written as a fraction of the theoretical maximum amount of product (1.0 means a 100% yield; for example, 0.34 means a 34% yield). (1) The reactants are [N:1]1[CH:6]=[CH:5][CH:4]=[CH:3][C:2]=1[CH:7]1[CH2:12][CH2:11][N:10]([CH2:13][C:14](OCC)=[O:15])[CH2:9][CH2:8]1.CC(C[AlH]CC(C)C)C. The catalyst is C1(C)C=CC=CC=1. The product is [N:1]1[CH:6]=[CH:5][CH:4]=[CH:3][C:2]=1[CH:7]1[CH2:8][CH2:9][N:10]([CH2:13][CH:14]=[O:15])[CH2:11][CH2:12]1. The yield is 0.770. (2) The reactants are [Cl:1][C:2]([F:13])([F:12])[C:3]1[CH:8]=[CH:7][C:6]([CH:9](Cl)[CH3:10])=[CH:5][N:4]=1.[CH3:14][S-:15].[Na+]. The catalyst is C(O)C. The product is [Cl:1][C:2]([F:13])([F:12])[C:3]1[CH:8]=[CH:7][C:6]([CH:9]([S:15][CH3:14])[CH3:10])=[CH:5][N:4]=1. The yield is 0.400.